This data is from Full USPTO retrosynthesis dataset with 1.9M reactions from patents (1976-2016). The task is: Predict the reactants needed to synthesize the given product. (1) Given the product [CH:1]([N:14]1[C:22]2[C:17](=[CH:18][C:19]([Cl:23])=[CH:20][CH:21]=2)[C:16]([CH2:24][CH2:25][O:26][C:27]2[CH:35]=[CH:34][C:30]([C:31]([OH:33])=[O:32])=[CH:29][CH:28]=2)=[C:15]1[CH2:36][CH2:37][NH:38][S:57]([C:52]1[CH:51]=[C:50]([Cl:49])[CH:55]=[C:54]([Cl:56])[CH:53]=1)(=[O:59])=[O:58])([C:2]1[CH:3]=[CH:4][CH:5]=[CH:6][CH:7]=1)[C:8]1[CH:9]=[CH:10][CH:11]=[CH:12][CH:13]=1, predict the reactants needed to synthesize it. The reactants are: [CH:1]([N:14]1[C:22]2[C:17](=[CH:18][C:19]([Cl:23])=[CH:20][CH:21]=2)[C:16]([CH2:24][CH2:25][O:26][C:27]2[CH:35]=[CH:34][C:30]([C:31]([OH:33])=[O:32])=[CH:29][CH:28]=2)=[C:15]1[CH2:36][CH2:37][NH:38]S(CC1C=CC=CC=1)(=O)=O)([C:8]1[CH:13]=[CH:12][CH:11]=[CH:10][CH:9]=1)[C:2]1[CH:7]=[CH:6][CH:5]=[CH:4][CH:3]=1.[Cl:49][C:50]1[CH:51]=[C:52]([S:57](Cl)(=[O:59])=[O:58])[CH:53]=[C:54]([Cl:56])[CH:55]=1. (2) Given the product [CH:1]([N:4]1[C:8]([N:9]2[N:18]=[C:17]3[C:11]([CH2:12][CH2:13][O:14][C:15]4[CH:22]=[C:21]([C:23]5[CH:24]=[N:25][N:26]([CH2:28][CH2:29][OH:30])[CH:27]=5)[CH:20]=[CH:19][C:16]=43)=[CH:10]2)=[N:7][CH:6]=[N:5]1)([CH3:3])[CH3:2], predict the reactants needed to synthesize it. The reactants are: [CH:1]([N:4]1[C:8]([N:9]2[N:18]=[C:17]3[C:11]([CH2:12][CH2:13][O:14][C:15]4[CH:22]=[C:21]([C:23]5[CH:24]=[N:25][N:26]([CH2:28][CH2:29][O:30]C6CCCCO6)[CH:27]=5)[CH:20]=[CH:19][C:16]=43)=[CH:10]2)=[N:7][CH:6]=[N:5]1)([CH3:3])[CH3:2].Cl.CO. (3) Given the product [Br:7][C:8]1[CH:9]=[C:10]([C:14]2([C:1]([NH2:27])=[O:4])[CH2:16][CH2:15]2)[CH:11]=[CH:12][CH:13]=1, predict the reactants needed to synthesize it. The reactants are: [C:1](=[O:4])([O-])[O-].[NH4+].[NH4+].[Br:7][C:8]1[CH:9]=[C:10]([C:14]2(CC(O)=O)[CH2:16][CH2:15]2)[CH:11]=[CH:12][CH:13]=1.C1C=CC2N(O)N=[N:27]C=2C=1.CCN=C=NCCCN(C)C.Cl.Cl. (4) Given the product [CH2:18]([N:20]1[CH2:25][CH2:24][N:23]([C:8]2[S:12][C:11]([C:13]([O:15][CH2:16][CH3:17])=[O:14])=[CH:10][CH:9]=2)[CH2:22][CH2:21]1)[CH3:19], predict the reactants needed to synthesize it. The reactants are: CC(C)([O-])C.[Na+].Br[C:8]1[S:12][C:11]([C:13]([O:15][CH2:16][CH3:17])=[O:14])=[CH:10][CH:9]=1.[CH2:18]([N:20]1[CH2:25][CH2:24][NH:23][CH2:22][CH2:21]1)[CH3:19].C1(P(C2C=CC=CC=2)C2C=CC3C(=CC=CC=3)C=2C2C3C(=CC=CC=3)C=CC=2P(C2C=CC=CC=2)C2C=CC=CC=2)C=CC=CC=1. (5) Given the product [CH2:1]([O:8][C:9](=[O:20])[NH:10][C:11]1[C:12]([O:18][CH3:19])=[N:13][CH:14]=[C:15]([B:21]2[O:25][C:24]([CH3:27])([CH3:26])[C:23]([CH3:29])([CH3:28])[O:22]2)[CH:16]=1)[C:2]1[CH:7]=[CH:6][CH:5]=[CH:4][CH:3]=1, predict the reactants needed to synthesize it. The reactants are: [CH2:1]([O:8][C:9](=[O:20])[NH:10][C:11]1[C:12]([O:18][CH3:19])=[N:13][CH:14]=[C:15](I)[CH:16]=1)[C:2]1[CH:7]=[CH:6][CH:5]=[CH:4][CH:3]=1.[B:21]1([B:21]2[O:25][C:24]([CH3:27])([CH3:26])[C:23]([CH3:29])([CH3:28])[O:22]2)[O:25][C:24]([CH3:27])([CH3:26])[C:23]([CH3:29])([CH3:28])[O:22]1.CC([O-])=O.[K+]. (6) Given the product [CH3:22][O:5][C:4]1[CH:3]=[C:14]([C:15]([NH:20][NH2:21])=[O:19])[CH:12]=[CH:7][N:6]=1, predict the reactants needed to synthesize it. The reactants are: ClC1C=C(Cl)[CH:15]=[CH:14][C:3]=1[C:4]([NH:6][C:7]1[CH:12]=CC=CC=1Cl)=[O:5].[OH2:19].[NH2:20][NH2:21].[CH3:22]O.